From a dataset of Catalyst prediction with 721,799 reactions and 888 catalyst types from USPTO. Predict which catalyst facilitates the given reaction. (1) Reactant: [C:1]([O:5][C:6]([N:8]1[CH2:12][C@H:11]([O:13][C:14](=[O:16])[CH3:15])[CH2:10][C@@H:9]1[C:17](=O)[NH:18][CH2:19][C:20]1[CH:25]=[CH:24][C:23]([Cl:26])=[CH:22][CH:21]=1)=[O:7])([CH3:4])([CH3:3])[CH3:2].COC1C=CC(P2(SP(C3C=CC(OC)=CC=3)(=S)S2)=[S:37])=CC=1.[OH-].[Na+]. Product: [C:1]([O:5][C:6]([N:8]1[CH2:12][C@H:11]([O:13][C:14](=[O:16])[CH3:15])[CH2:10][C@@H:9]1[C:17](=[S:37])[NH:18][CH2:19][C:20]1[CH:25]=[CH:24][C:23]([Cl:26])=[CH:22][CH:21]=1)=[O:7])([CH3:4])([CH3:3])[CH3:2]. The catalyst class is: 260. (2) Reactant: B(Br)(Br)Br.[Br:5][C:6]1[CH:7]=[N:8][C:9]([O:23]C)=[C:10]([CH:22]=1)[C:11]([NH:13][CH2:14][C:15]1[CH:20]=[CH:19][C:18]([F:21])=[CH:17][CH:16]=1)=[O:12].CO. Product: [Br:5][C:6]1[CH:7]=[N:8][C:9]([OH:23])=[C:10]([CH:22]=1)[C:11]([NH:13][CH2:14][C:15]1[CH:16]=[CH:17][C:18]([F:21])=[CH:19][CH:20]=1)=[O:12]. The catalyst class is: 2. (3) Reactant: C[O:2][C:3](=[O:33])[CH:4]([C:10]1[CH:11]=[C:12]([C:23]2[CH:28]=[CH:27][C:26]([C:29]([F:32])([F:31])[F:30])=[CH:25][CH:24]=2)[C:13]([Cl:22])=[C:14]([O:16][CH2:17][C:18]([F:21])([F:20])[F:19])[CH:15]=1)[CH2:5][CH:6]1[CH2:9][CH2:8][CH2:7]1.CCO.[OH-].[K+]. Product: [Cl:22][C:13]1[C:12]([C:23]2[CH:24]=[CH:25][C:26]([C:29]([F:32])([F:31])[F:30])=[CH:27][CH:28]=2)=[CH:11][C:10]([CH:4]([CH2:5][CH:6]2[CH2:9][CH2:8][CH2:7]2)[C:3]([OH:33])=[O:2])=[CH:15][C:14]=1[O:16][CH2:17][C:18]([F:19])([F:20])[F:21]. The catalyst class is: 6. (4) Reactant: [C:1]([O:5][C:6]([NH:8][C:9]([CH3:17])([CH3:16])[CH2:10][O:11][CH2:12][C:13]([OH:15])=O)=[O:7])([CH3:4])([CH3:3])[CH3:2].ON1C2N=CC=CC=2N=N1.Cl.CN(C)CCCN=C=NCC.[CH3:40][N:41]([C@@H:58]([C:66](=[O:69])[NH:67][CH3:68])[CH2:59][C:60]1[CH:65]=[CH:64][CH:63]=[CH:62][CH:61]=1)[C:42](=[O:57])[C@H:43]([NH:55][CH3:56])[CH2:44][C:45]1[C:54]2[C:49](=[CH:50][CH:51]=[CH:52][CH:53]=2)[CH:48]=[CH:47][CH:46]=1. Product: [C:1]([O:5][C:6](=[O:7])[NH:8][C:9]([CH3:17])([CH3:16])[CH2:10][O:11][CH2:12][C:13](=[O:15])[N:55]([CH3:56])[C@@H:43]([C:42](=[O:57])[N:41]([CH3:40])[C@@H:58]([C:66](=[O:69])[NH:67][CH3:68])[CH2:59][C:60]1[CH:65]=[CH:64][CH:63]=[CH:62][CH:61]=1)[CH2:44][C:45]1[C:54]2[C:49](=[CH:50][CH:51]=[CH:52][CH:53]=2)[CH:48]=[CH:47][CH:46]=1)([CH3:2])([CH3:3])[CH3:4]. The catalyst class is: 2. (5) Reactant: [CH3:1][O:2][C:3]([NH:5][CH2:6][CH2:7][CH2:8][N:9]([C:37]1[CH:42]=[C:41]([Cl:43])[CH:40]=[CH:39][C:38]=1[CH3:44])[CH:10]1[CH2:15][CH2:14][CH2:13][N:12]([C:16]([NH:18][C@@H:19]([CH2:30][CH:31]2[CH2:36][CH2:35][CH2:34][CH2:33][CH2:32]2)[CH2:20][N:21](C)[C:22](=O)OC(C)(C)C)=[O:17])[CH2:11]1)=[O:4]. Product: [Cl:43][C:41]1[CH:40]=[CH:39][C:38]([CH3:44])=[C:37]([N:9]([C@H:10]2[CH2:15][CH2:14][CH2:13][N:12]([C:16](=[O:17])[NH:18][C@H:19]([CH2:20][NH:21][CH3:22])[CH2:30][CH:31]3[CH2:32][CH2:33][CH2:34][CH2:35][CH2:36]3)[CH2:11]2)[CH2:8][CH2:7][CH2:6][NH:5][C:3](=[O:4])[O:2][CH3:1])[CH:42]=1.[Cl:43][C:41]1[CH:40]=[CH:39][C:38]([CH3:44])=[C:37]([N:9]([C@@H:10]2[CH2:15][CH2:14][CH2:13][N:12]([C:16](=[O:17])[NH:18][C@H:19]([CH2:20][NH:21][CH3:22])[CH2:30][CH:31]3[CH2:32][CH2:33][CH2:34][CH2:35][CH2:36]3)[CH2:11]2)[CH2:8][CH2:7][CH2:6][NH:5][C:3](=[O:4])[O:2][CH3:1])[CH:42]=1. The catalyst class is: 137. (6) Reactant: C([O:3][C:4](=[O:21])[CH:5]([S:7][C:8]1[N:12]([C:13]2[CH:18]=[C:17]([CH3:19])[CH:16]=[CH:15][C:14]=2[CH3:20])[N:11]=[N:10][N:9]=1)[CH3:6])C. Product: [CH3:20][C:14]1[CH:15]=[CH:16][C:17]([CH3:19])=[CH:18][C:13]=1[N:12]1[C:8]([S:7][CH:5]([CH3:6])[C:4]([OH:21])=[O:3])=[N:9][N:10]=[N:11]1. The catalyst class is: 702. (7) Reactant: [Br:1][CH2:2][CH2:3][CH2:4][CH2:5][CH2:6][CH2:7][CH2:8][CH2:9][C:10]1[CH:15]=[CH:14][CH:13]=[CH:12][CH:11]=1.[N:16]1[CH:21]=[CH:20][CH:19]=[C:18]([CH3:22])[CH:17]=1. Product: [Br-:1].[CH3:22][C:18]1[CH:17]=[N+:16]([CH2:2][CH2:3][CH2:4][CH2:5][CH2:6][CH2:7][CH2:8][CH2:9][C:10]2[CH:15]=[CH:14][CH:13]=[CH:12][CH:11]=2)[CH:21]=[CH:20][CH:19]=1. The catalyst class is: 10. (8) Reactant: C[O:2][C:3](=[O:38])[C:4]([NH:29][C:30](=[O:37])[C:31]1[CH:36]=[CH:35][CH:34]=[CH:33][CH:32]=1)([NH:7][C:8]([C:10]1[C:11]([CH3:28])=[N:12][C:13]([NH:17][CH2:18][CH2:19][CH2:20][C:21]2[CH:26]=[CH:25][CH:24]=[C:23]([OH:27])[CH:22]=2)=[N:14][C:15]=1[CH3:16])=[O:9])[CH2:5][OH:6].O.[OH-].[Li+].S([O-])(O)(=O)=O.[K+]. Product: [OH:6][CH2:5][C:4]([NH:29][C:30](=[O:37])[C:31]1[CH:36]=[CH:35][CH:34]=[CH:33][CH:32]=1)([NH:7][C:8]([C:10]1[C:11]([CH3:28])=[N:12][C:13]([NH:17][CH2:18][CH2:19][CH2:20][C:21]2[CH:26]=[CH:25][CH:24]=[C:23]([OH:27])[CH:22]=2)=[N:14][C:15]=1[CH3:16])=[O:9])[C:3]([OH:38])=[O:2]. The catalyst class is: 20.